This data is from Catalyst prediction with 721,799 reactions and 888 catalyst types from USPTO. The task is: Predict which catalyst facilitates the given reaction. Product: [Br:1][C:17]1[N:16]([CH2:19][C:20]2[CH:21]=[CH:22][C:23]([C:26]([F:29])([F:28])[F:27])=[CH:24][CH:25]=2)[C:15]2[C:10]([Cl:9])=[N:11][C:12]([Cl:30])=[CH:13][C:14]=2[N:18]=1. Reactant: [Br:1]N1C(=O)CCC1=O.[Cl:9][C:10]1[C:15]2[N:16]([CH2:19][C:20]3[CH:25]=[CH:24][C:23]([C:26]([F:29])([F:28])[F:27])=[CH:22][CH:21]=3)[CH:17]=[N:18][C:14]=2[CH:13]=[C:12]([Cl:30])[N:11]=1. The catalyst class is: 452.